This data is from Reaction yield outcomes from USPTO patents with 853,638 reactions. The task is: Predict the reaction yield, written as a fraction of the theoretical maximum amount of product (1.0 means a 100% yield; for example, 0.34 means a 34% yield). (1) The reactants are [CH3:1][O:2][C:3]1[CH:4]=[C:5]2[C:10](=[CH:11][C:12]=1[O:13][CH3:14])[N:9]=[CH:8][CH:7]=[C:6]2[O:15][C:16]1[CH:22]=[CH:21][C:19]([NH2:20])=[C:18]([F:23])[CH:17]=1.ClC(Cl)(O[C:28](=[O:34])OC(Cl)(Cl)Cl)Cl.[CH3:36][NH:37][NH2:38].C(=O)(O)[O-].[Na+]. The catalyst is C(Cl)Cl.C(N(CC)CC)C.C1(C)C=CC=CC=1. The product is [CH3:1][O:2][C:3]1[CH:4]=[C:5]2[C:10](=[CH:11][C:12]=1[O:13][CH3:14])[N:9]=[CH:8][CH:7]=[C:6]2[O:15][C:16]1[CH:22]=[CH:21][C:19]([NH:20][C:28]([NH:38][NH:37][CH3:36])=[O:34])=[C:18]([F:23])[CH:17]=1. The yield is 0.760. (2) The reactants are [CH2:1]([N:8]1[C:12](=[O:13])[C:11](=[C:14]2[N:18]([CH3:19])[C:17]3[CH:20]=[C:21]([O:24][CH2:25][CH2:26]Cl)[CH:22]=[CH:23][C:16]=3[S:15]2)[S:10][C:9]1=[N:28][C:29]1[CH:30]=[C:31]([NH:38][C:39](=[O:44])[CH2:40][N:41]([CH3:43])[CH3:42])[CH:32]=[CH:33][C:34]=1[NH:35][CH2:36][CH3:37])[C:2]1[CH:7]=[CH:6][CH:5]=[CH:4][CH:3]=1.[CH3:45][NH:46][CH3:47]. The catalyst is [I-].C([N+](CCCC)(CCCC)CCCC)CCC.C1COCC1. The product is [CH2:1]([N:8]1[C:12](=[O:13])[C:11](=[C:14]2[N:18]([CH3:19])[C:17]3[CH:20]=[C:21]([O:24][CH2:25][CH2:26][N:46]([CH3:47])[CH3:45])[CH:22]=[CH:23][C:16]=3[S:15]2)[S:10][C:9]1=[N:28][C:29]1[CH:30]=[C:31]([NH:38][C:39](=[O:44])[CH2:40][N:41]([CH3:43])[CH3:42])[CH:32]=[CH:33][C:34]=1[NH:35][CH2:36][CH3:37])[C:2]1[CH:7]=[CH:6][CH:5]=[CH:4][CH:3]=1. The yield is 0.200. (3) The reactants are OCC(N[C:11]([C@@H:13]1[CH2:15][C@H:14]1[C:16]1[CH:21]=[CH:20][CH:19]=[CH:18][CH:17]=1)=[O:12])C1C=CC=CC=1.[OH2:22]. The catalyst is O1CCOCC1. The product is [C:16]1([C@@H:14]2[CH2:15][C@H:13]2[C:11]([OH:12])=[O:22])[CH:21]=[CH:20][CH:19]=[CH:18][CH:17]=1. The yield is 0.840. (4) The reactants are Br[C:2]1[CH:3]=[N:4][N:5]([CH3:18])[C:6]=1[C:7]1[CH:8]=[C:9]([C:14]([O:16][CH3:17])=[O:15])[S:10][C:11]=1[CH2:12][CH3:13].[C:19](=O)([O-])[O-].[K+].[K+].CB1OB(C)OB(C)O1. The catalyst is CN(C)C=O.C1C=CC(P(C2C=CC=CC=2)[C-]2C=CC=C2)=CC=1.C1C=CC(P(C2C=CC=CC=2)[C-]2C=CC=C2)=CC=1.Cl[Pd]Cl.[Fe+2]. The product is [CH3:18][N:5]1[C:6]([C:7]2[CH:8]=[C:9]([C:14]([O:16][CH3:17])=[O:15])[S:10][C:11]=2[CH2:12][CH3:13])=[C:2]([CH3:19])[CH:3]=[N:4]1. The yield is 0.560. (5) The reactants are [CH:1]1([C:4]2[C:9]([C:10]3[CH:15]=[CH:14][CH:13]=[CH:12][CH:11]=3)=[CH:8][C:7]([N+:16]([O-])=O)=[CH:6][N:5]=2)[CH2:3][CH2:2]1.Cl[Sn]Cl.O. The catalyst is C(O)C. The product is [CH:1]1([C:4]2[N:5]=[CH:6][C:7]([NH2:16])=[CH:8][C:9]=2[C:10]2[CH:15]=[CH:14][CH:13]=[CH:12][CH:11]=2)[CH2:3][CH2:2]1. The yield is 0.570. (6) The reactants are [ClH:1].O1CCOCC1.C(O[C:13]([N:15](C)[C@:16]([CH3:25])([C:21]([NH:23][CH3:24])=[O:22])[C:17](=[O:20])[O:18][CH3:19])=O)(C)(C)C. The catalyst is O1CCOCC1. The product is [ClH:1].[CH3:24][NH:23][C:21](=[O:22])[C@:16]([CH3:25])([C:17](=[O:20])[O:18][CH3:19])[NH:15][CH3:13]. The yield is 0.980.